From a dataset of Full USPTO retrosynthesis dataset with 1.9M reactions from patents (1976-2016). Predict the reactants needed to synthesize the given product. (1) Given the product [NH2:40][CH:36]1[CH2:37][CH2:38][CH2:39][N:34]([S:31]([C:26]2[CH:27]=[CH:28][CH:29]=[CH:30][C:25]=2[C:6]2[CH:5]=[CH:4][C:3]([C:17]3[N:18]=[CH:19][C:20]([NH2:23])=[N:21][CH:22]=3)=[C:2]([F:1])[CH:7]=2)(=[O:33])=[O:32])[CH2:35]1, predict the reactants needed to synthesize it. The reactants are: [F:1][C:2]1[CH:7]=[C:6](B2OC(C)(C)C(C)(C)O2)[CH:5]=[CH:4][C:3]=1[C:17]1[N:18]=[CH:19][C:20]([NH2:23])=[N:21][CH:22]=1.Br[C:25]1[CH:30]=[CH:29][CH:28]=[CH:27][C:26]=1[S:31]([N:34]1[CH2:39][CH2:38][CH2:37][CH:36]([NH2:40])[CH2:35]1)(=[O:33])=[O:32]. (2) Given the product [CH:1]([N:14]1[CH2:19][CH2:18][N:17]([NH:20][C:21]([C@@H:23]2[CH2:28][NH:27][CH2:26][CH2:25][N:24]2[S:36]([C:39]2[CH:44]=[CH:43][C:42]([O:45][CH3:46])=[C:41]([O:47][CH3:48])[CH:40]=2)(=[O:38])=[O:37])=[O:22])[CH2:16][CH2:15]1)([C:2]1[CH:7]=[CH:6][CH:5]=[CH:4][CH:3]=1)[C:8]1[CH:13]=[CH:12][CH:11]=[CH:10][CH:9]=1, predict the reactants needed to synthesize it. The reactants are: [CH:1]([N:14]1[CH2:19][CH2:18][N:17]([NH:20][C:21]([C@@H:23]2[CH2:28][N:27](C(OC(C)(C)C)=O)[CH2:26][CH2:25][N:24]2[S:36]([C:39]2[CH:44]=[CH:43][C:42]([O:45][CH3:46])=[C:41]([O:47][CH3:48])[CH:40]=2)(=[O:38])=[O:37])=[O:22])[CH2:16][CH2:15]1)([C:8]1[CH:13]=[CH:12][CH:11]=[CH:10][CH:9]=1)[C:2]1[CH:7]=[CH:6][CH:5]=[CH:4][CH:3]=1.FC(F)(F)C(O)=O. (3) Given the product [Br:12][CH2:13][CH2:14][O:11][C:3]1[CH:4]=[C:5]([N+:8]([O-:10])=[O:9])[CH:6]=[CH:7][C:2]=1[Cl:1], predict the reactants needed to synthesize it. The reactants are: [Cl:1][C:2]1[CH:7]=[CH:6][C:5]([N+:8]([O-:10])=[O:9])=[CH:4][C:3]=1[OH:11].[Br:12][CH2:13][CH2:14]Br.C([O-])([O-])=O.[K+].[K+]. (4) Given the product [CH:3]1([O:4][C:5]2[N:10]=[CH:9][C:8]([CH:11]([NH2:13])[CH3:12])=[CH:7][CH:6]=2)[CH2:21][CH2:20][CH2:19][CH2:2]1, predict the reactants needed to synthesize it. The reactants are: F[C:2](F)(F)[CH2:3][O:4][C:5]1[N:10]=[CH:9][C:8]([CH:11]([NH2:13])[CH3:12])=[CH:7][CH:6]=1.ClC1C=C[C:20]([C:21]#N)=[CH:19]N=1.C1(O)CCCC1. (5) Given the product [Cl:23][C:4]1[C:5]2[C:10](=[CH:9][N:8]=[CH:7][CH:6]=2)[CH:11]=[C:2]([C:13]2[CH:18]=[CH:17][N:16]=[CH:15][CH:14]=2)[N:3]=1, predict the reactants needed to synthesize it. The reactants are: O[C:2]1([C:13]2[CH:18]=[CH:17][N:16]=[CH:15][CH:14]=2)[CH2:11][C:10]2[C:5](=[CH:6][CH:7]=[N:8][CH:9]=2)[C:4](=O)[NH:3]1.[OH-].[Na+].O=P(Cl)(Cl)[Cl:23]. (6) Given the product [CH2:30]([O:29][C:28]1[N:32]=[C:23]([CH:11]2[CH2:10][CH:9]([C:6]3[CH:7]=[CH:8][C:3]([CH2:1][CH3:2])=[CH:4][CH:5]=3)[CH2:14][N:13]([C:15]([N:17]3[CH2:18][CH2:19][S:20][CH2:21][CH2:22]3)=[O:16])[CH2:12]2)[O:24][N:27]=1)[CH3:31], predict the reactants needed to synthesize it. The reactants are: [CH2:1]([C:3]1[CH:8]=[CH:7][C:6]([CH:9]2[CH2:14][N:13]([C:15]([N:17]3[CH2:22][CH2:21][S:20][CH2:19][CH2:18]3)=[O:16])[CH2:12][CH:11]([C:23](O)=[O:24])[CH2:10]2)=[CH:5][CH:4]=1)[CH3:2].O[NH:27][C:28](=[NH:32])[O:29][CH2:30][CH3:31]. (7) Given the product [C:1]([C:5]1[CH:9]=[C:8]([NH:10][C:11]([NH:13][C:14]2[C:23]3[C:18](=[CH:19][CH:20]=[CH:21][CH:22]=3)[CH:17]=[CH:16][CH:15]=2)=[O:12])[N:7]([C:24]2[CH:29]=[CH:28][C:27]([CH:30]([OH:31])[C:32]#[CH:33])=[CH:26][CH:25]=2)[N:6]=1)([CH3:4])([CH3:2])[CH3:3], predict the reactants needed to synthesize it. The reactants are: [C:1]([C:5]1[CH:9]=[C:8]([NH:10][C:11]([NH:13][C:14]2[C:23]3[C:18](=[CH:19][CH:20]=[CH:21][CH:22]=3)[CH:17]=[CH:16][CH:15]=2)=[O:12])[N:7]([C:24]2[CH:29]=[CH:28][C:27]([CH:30]=[O:31])=[CH:26][CH:25]=2)[N:6]=1)([CH3:4])([CH3:3])[CH3:2].[C:32]([Mg]Br)#[CH:33]. (8) Given the product [CH:7]([Si:6]([CH:13]([CH3:15])[CH3:14])([CH:10]([CH3:12])[CH3:11])[O:5][CH2:4][CH2:3][CH2:2][N:21]1[C:22]2[C:27](=[CH:26][CH:25]=[CH:24][CH:23]=2)[CH:28]=[C:20]1[C:18]([OH:19])=[O:17])([CH3:9])[CH3:8], predict the reactants needed to synthesize it. The reactants are: Br[CH2:2][CH2:3][CH2:4][O:5][Si:6]([CH:13]([CH3:15])[CH3:14])([CH:10]([CH3:12])[CH3:11])[CH:7]([CH3:9])[CH3:8].C[O:17][C:18]([C:20]1[NH:21][C:22]2[C:27]([CH:28]=1)=[CH:26][CH:25]=[CH:24][CH:23]=2)=[O:19]. (9) The reactants are: [CH3:1][C:2]1[O:3][CH:4]=[C:5]([C:7]([OH:9])=O)[N:6]=1.C[NH3+].F[P-](F)(F)(F)(F)F.[N:19]1(OC(N(C)C)=[N+](C)C)C2N=CC=CC=2N=N1.F[P-](F)(F)(F)(F)F.C1(N)CCCC1. Given the product [CH3:1][C:2]1[O:3][CH:4]=[C:5]([C:7]([NH2:19])=[O:9])[N:6]=1, predict the reactants needed to synthesize it.